Dataset: Catalyst prediction with 721,799 reactions and 888 catalyst types from USPTO. Task: Predict which catalyst facilitates the given reaction. (1) Reactant: O[CH2:2][C:3]1[N:11]([CH2:12][C:13]2[CH:18]=[CH:17][C:16]([C:19]([F:22])([F:21])[F:20])=[CH:15][CH:14]=2)[C:10]2[C:9](=[O:23])[NH:8][C:7](=[O:24])[N:6]([CH3:25])[C:5]=2[N:4]=1.O=S(Cl)[Cl:28]. Product: [Cl:28][CH2:2][C:3]1[N:11]([CH2:12][C:13]2[CH:18]=[CH:17][C:16]([C:19]([F:22])([F:21])[F:20])=[CH:15][CH:14]=2)[C:10]2[C:9](=[O:23])[NH:8][C:7](=[O:24])[N:6]([CH3:25])[C:5]=2[N:4]=1. The catalyst class is: 22. (2) Reactant: [Cl:1][C:2]1[C:7]([O:8][CH2:9][CH2:10][O:11][C:12]2[CH:17]=[CH:16][CH:15]=[CH:14][CH:13]=2)=[CH:6][CH:5]=[CH:4][N:3]=1.O.O.O.O.O.O.[NH:24]1[CH2:29][CH2:28][NH:27][CH2:26][CH2:25]1. Product: [ClH:1].[ClH:1].[O:11]([CH2:10][CH2:9][O:8][C:7]1[C:2]([N:24]2[CH2:29][CH2:28][NH:27][CH2:26][CH2:25]2)=[N:3][CH:4]=[CH:5][CH:6]=1)[C:12]1[CH:17]=[CH:16][CH:15]=[CH:14][CH:13]=1. The catalyst class is: 6. (3) Reactant: [Br-].[N:2]1[CH:7]=[CH:6][CH:5]=[CH:4][C:3]=1[Zn+].[CH3:9][O:10][N:11]=[C:12]1[C:20]2[C:15](=[C:16](Br)[CH:17]=[CH:18][CH:19]=2)[CH2:14][CH2:13]1. Product: [CH3:9][O:10][N:11]=[C:12]1[C:20]2[C:15](=[C:16]([C:3]3[CH:4]=[CH:5][CH:6]=[CH:7][N:2]=3)[CH:17]=[CH:18][CH:19]=2)[CH2:14][CH2:13]1. The catalyst class is: 73. (4) Product: [CH3:2][O:3][C:4](=[O:7])[CH2:5][NH:6][CH2:8][CH:17]([CH3:16])[CH3:18]. Reactant: Cl.[CH3:2][O:3][C:4](=[O:7])[CH2:5][NH2:6].[CH2:8](N(CC)CC)C.C[C:16](=O)[CH2:17][CH3:18].C(O[BH-](OC(=O)C)OC(=O)C)(=O)C.[Na+]. The catalyst class is: 467. (5) Reactant: I[CH2:2][C:3]12[CH2:10][CH2:9][C:6]([C:11]3[CH:16]=[CH:15][CH:14]=[C:13]([O:17][CH:18]4[CH2:23][CH2:22][CH2:21][CH2:20][O:19]4)[CH:12]=3)([CH2:7][CH2:8]1)[O:5][CH2:4]2.[C-:24]#[N:25].[Na+]. Product: [O:19]1[CH2:20][CH2:21][CH2:22][CH2:23][CH:18]1[O:17][C:13]1[CH:12]=[C:11]([C:6]23[CH2:9][CH2:10][C:3]([CH2:2][C:24]#[N:25])([CH2:8][CH2:7]2)[CH2:4][O:5]3)[CH:16]=[CH:15][CH:14]=1. The catalyst class is: 31.